Dataset: Reaction yield outcomes from USPTO patents with 853,638 reactions. Task: Predict the reaction yield, written as a fraction of the theoretical maximum amount of product (1.0 means a 100% yield; for example, 0.34 means a 34% yield). (1) The reactants are Cl[C:2]1[C:11]2[C:6](=[CH:7][C:8]([F:13])=[C:9]([F:12])[CH:10]=2)[N:5]=[C:4]2[N:14]([C:17]3[CH:22]=[CH:21][CH:20]=[CH:19][N:18]=3)[N:15]=[CH:16][C:3]=12.Cl.C([OH:26])C. No catalyst specified. The product is [F:12][C:9]1[CH:10]=[C:11]2[C:6](=[CH:7][C:8]=1[F:13])[NH:5][C:4]1[N:14]([C:17]3[CH:22]=[CH:21][CH:20]=[CH:19][N:18]=3)[N:15]=[CH:16][C:3]=1[C:2]2=[O:26]. The yield is 0.830. (2) The reactants are [Cl:1][C:2]1[CH:3]=[C:4]([NH:9][C:10]2[C:19]3[C:14](=[CH:15][CH:16]=[C:17](I)[CH:18]=3)[N:13]=[C:12]([C:21]3[CH:22]=[N:23][CH:24]=[CH:25][CH:26]=3)[N:11]=2)[CH:5]=[CH:6][C:7]=1[F:8].[Cl:27][C:28]1[CH:29]=[C:30](B(O)O)[CH:31]=[CH:32][CH:33]=1.[O-]P([O-])([O-])=O.[K+].[K+].[K+].C(OCC)(=O)C. The catalyst is O1CCOCC1.O.C1C=CC([P]([Pd]([P](C2C=CC=CC=2)(C2C=CC=CC=2)C2C=CC=CC=2)([P](C2C=CC=CC=2)(C2C=CC=CC=2)C2C=CC=CC=2)[P](C2C=CC=CC=2)(C2C=CC=CC=2)C2C=CC=CC=2)(C2C=CC=CC=2)C2C=CC=CC=2)=CC=1. The product is [Cl:1][C:2]1[CH:3]=[C:4]([NH:9][C:10]2[C:19]3[C:14](=[CH:15][CH:16]=[C:17]([C:32]4[CH:31]=[CH:30][CH:29]=[C:28]([Cl:27])[CH:33]=4)[CH:18]=3)[N:13]=[C:12]([C:21]3[CH:22]=[N:23][CH:24]=[CH:25][CH:26]=3)[N:11]=2)[CH:5]=[CH:6][C:7]=1[F:8]. The yield is 0.516. (3) The reactants are [Br:1][C:2]1[CH:3]=[CH:4][C:5]([OH:25])=[C:6]([CH:24]=1)[C:7]([NH:9][C:10]1[CH:15]=[C:14]([C:16]([CH3:19])([CH3:18])[CH3:17])[CH:13]=[C:12]([C:20]([CH3:23])([CH3:22])[CH3:21])[CH:11]=1)=[O:8].[N:26]1([C:32](Cl)=[O:33])[CH2:31][CH2:30][O:29][CH2:28][CH2:27]1. No catalyst specified. The product is [Br:1][C:2]1[CH:3]=[CH:4][C:5]([O:25][C:32]([N:26]2[CH2:31][CH2:30][O:29][CH2:28][CH2:27]2)=[O:33])=[C:6]([CH:24]=1)[C:7]([NH:9][C:10]1[CH:15]=[C:14]([C:16]([CH3:17])([CH3:18])[CH3:19])[CH:13]=[C:12]([C:20]([CH3:23])([CH3:22])[CH3:21])[CH:11]=1)=[O:8]. The yield is 0.936. (4) The reactants are [CH3:1][C:2]([O:4][C:5]1[S:9][C:8]2[CH2:10][CH2:11][N:12]([CH:14]([C:22]([CH:24]3[CH2:26][CH2:25]3)=[O:23])[C:15]3[CH:16]=[CH:17][CH:18]=[CH:19][C:20]=3[F:21])[CH2:13][C:7]=2[CH:6]=1)=[O:3].[ClH:27]. The catalyst is O1CCCC1. The product is [CH3:1][C:2]([O:4][C:5]1[S:9][C:8]2[CH2:10][CH2:11][N:12]([CH:14]([C:22]([CH:24]3[CH2:26][CH2:25]3)=[O:23])[C:15]3[CH:16]=[CH:17][CH:18]=[CH:19][C:20]=3[F:21])[CH2:13][C:7]=2[CH:6]=1)=[O:3].[ClH:27]. The yield is 0.980.